Dataset: Full USPTO retrosynthesis dataset with 1.9M reactions from patents (1976-2016). Task: Predict the reactants needed to synthesize the given product. (1) The reactants are: C(OC([N:8]1[CH2:12][CH2:11][CH2:10][C@H:9]1[C:13]1[O:17][N:16]=[C:15]([C:18]2[N:23]=[CH:22][CH:21]=[CH:20][N:19]=2)[CH:14]=1)=O)(C)(C)C. Given the product [N:23]1[CH:22]=[CH:21][CH:20]=[N:19][C:18]=1[C:15]1[CH:14]=[C:13]([C@@H:9]2[CH2:10][CH2:11][CH2:12][NH:8]2)[O:17][N:16]=1, predict the reactants needed to synthesize it. (2) Given the product [C:1]([C:3]1[CH:4]=[C:5]([NH:9][C:10]([C:12]2[C:16]([CH3:17])=[N:15][O:14][N:13]=2)=[N:24][OH:25])[CH:6]=[CH:7][CH:8]=1)#[N:2], predict the reactants needed to synthesize it. The reactants are: [C:1]([C:3]1[CH:4]=[C:5]([NH:9][C:10]([C:12]2[C:16]([CH3:17])=[N:15][O:14][N:13]=2)=O)[CH:6]=[CH:7][CH:8]=1)#[N:2].P(Cl)(Cl)(Cl)(Cl)Cl.[NH2:24][OH:25]. (3) Given the product [C:12]1([O:11][C:10](=[O:18])[NH:3][C:4]2[CH:9]=[N:8][CH:7]=[CH:6][N:5]=2)[CH:17]=[CH:16][CH:15]=[CH:14][CH:13]=1, predict the reactants needed to synthesize it. The reactants are: [H-].[Na+].[NH2:3][C:4]1[CH:9]=[N:8][CH:7]=[CH:6][N:5]=1.[C:10](=O)([O:18]C1C=CC=CC=1)[O:11][C:12]1[CH:17]=[CH:16][CH:15]=[CH:14][CH:13]=1.Cl. (4) Given the product [NH:1]1[C:9]2[C:4](=[C:5]([CH:10]=[CH:20][C:21]([O:23][CH3:24])=[O:22])[CH:6]=[CH:7][CH:8]=2)[CH:3]=[CH:2]1, predict the reactants needed to synthesize it. The reactants are: [NH:1]1[C:9]2[CH:8]=[CH:7][CH:6]=[C:5]([CH:10]=O)[C:4]=2[CH:3]=[CH:2]1.C(OP([CH2:20][C:21]([O:23][CH3:24])=[O:22])(OCC)=O)C.C(=O)([O-])[O-].[K+].[K+]. (5) The reactants are: [O:1]1C=CC=[C:2]1[C:6]1[CH:11]=[CH:10][C:9]([C:12]([CH3:17])([CH3:16])[C:13]([NH2:15])=[O:14])=[CH:8][CH:7]=1.CC#N.C(Cl)(Cl)(Cl)Cl.[OH2:26]. Given the product [C:2]([C:6]1[CH:11]=[CH:10][C:9]([C:12]([CH3:17])([CH3:16])[C:13]([NH2:15])=[O:14])=[CH:8][CH:7]=1)([OH:1])=[O:26], predict the reactants needed to synthesize it. (6) Given the product [F:1][C:2]1[CH:7]=[CH:6][C:5]([C:8]2[CH:9]=[C:10]3[CH:15]=[CH:14][C:13]([C:16]([F:19])([F:18])[F:17])=[CH:12][N:11]3[N:20]=2)=[CH:4][CH:3]=1, predict the reactants needed to synthesize it. The reactants are: [F:1][C:2]1[CH:7]=[CH:6][C:5]([C:8](=[N:20]O)[CH2:9][C:10]2[CH:15]=[CH:14][C:13]([C:16]([F:19])([F:18])[F:17])=[CH:12][N:11]=2)=[CH:4][CH:3]=1.CS(Cl)(=O)=O.C(N(CC)CC)C.O. (7) Given the product [F:29][C:30]1[CH:39]=[CH:38][CH:37]=[CH:36][C:31]=1[CH2:32][NH:28][C:26]([NH:25][NH:24][C:22](=[O:23])[CH2:21][O:20][C:1]([C:2]1[CH:7]=[CH:6][CH:5]=[CH:4][CH:3]=1)([C:8]1[CH:13]=[CH:12][CH:11]=[CH:10][CH:9]=1)[C:14]1[CH:15]=[CH:16][CH:17]=[CH:18][CH:19]=1)=[O:27], predict the reactants needed to synthesize it. The reactants are: [C:1]([O:20][CH2:21][C:22]([NH:24][NH:25][C:26]([NH2:28])=[O:27])=[O:23])([C:14]1[CH:19]=[CH:18][CH:17]=[CH:16][CH:15]=1)([C:8]1[CH:13]=[CH:12][CH:11]=[CH:10][CH:9]=1)[C:2]1[CH:7]=[CH:6][CH:5]=[CH:4][CH:3]=1.[F:29][C:30]1[CH:39]=[CH:38][CH:37]=[CH:36][C:31]=1[CH2:32]N=C=O.